From a dataset of Full USPTO retrosynthesis dataset with 1.9M reactions from patents (1976-2016). Predict the reactants needed to synthesize the given product. The reactants are: [F:1][C:2]1[CH:3]=[C:4]([CH:19]=[CH:20][C:21]=1[N+:22]([O-])=O)[CH:5]=[C:6]1[CH2:11][CH2:10][N:9]([C:12]([O:14][C:15]([CH3:18])([CH3:17])[CH3:16])=[O:13])[CH2:8][CH2:7]1.O1CCCC1.[F-].[K+]. Given the product [NH2:22][C:21]1[CH:20]=[CH:19][C:4]([CH2:5][CH:6]2[CH2:7][CH2:8][N:9]([C:12]([O:14][C:15]([CH3:18])([CH3:16])[CH3:17])=[O:13])[CH2:10][CH2:11]2)=[CH:3][C:2]=1[F:1], predict the reactants needed to synthesize it.